This data is from HIV replication inhibition screening data with 41,000+ compounds from the AIDS Antiviral Screen. The task is: Binary Classification. Given a drug SMILES string, predict its activity (active/inactive) in a high-throughput screening assay against a specified biological target. (1) The molecule is O=c1c2c(sc3ccccc13)CCC2. The result is 0 (inactive). (2) The molecule is COC(=O)c1ccccc1SSCCN. The result is 0 (inactive). (3) The compound is COc1ccc(C2CCC(Cl)(OC)CC2C=O)cc1. The result is 0 (inactive). (4) The molecule is Cc1nc2c(=O)n(C)c(=O)n(C)c2nc1CCC(=O)O. The result is 0 (inactive). (5) The drug is CC(=O)Nc1c(C#N)c2n(c1C(=O)Nc1ccc(S(N)(=O)=O)cc1)CCC2. The result is 0 (inactive). (6) The drug is CN1C(=O)N(C)C2SC(NCc3ccccc3)=NN2C1=O. The result is 0 (inactive).